Dataset: Forward reaction prediction with 1.9M reactions from USPTO patents (1976-2016). Task: Predict the product of the given reaction. (1) Given the reactants [F:1][C:2]([F:13])([F:12])[C:3]1[C:8]([C:9]([NH2:11])=[O:10])=[CH:7][N:6]=[CH:5][CH:4]=1.[Cl:14]Cl, predict the reaction product. The product is: [Cl:14][NH:11][C:9](=[O:10])[C:8]1[C:3]([C:2]([F:1])([F:12])[F:13])=[CH:4][CH:5]=[N:6][CH:7]=1. (2) Given the reactants [CH3:1][C:2]1([CH2:7][CH2:8][CH2:9][CH2:10][N:11]2[N:15]=[C:14]([NH2:16])[CH:13]=[N:12]2)[O:6]CCO1.[C:17]1([C:23]2[O:27][CH:26]=[N:25][C:24]=2[C:28](O)=[O:29])[CH:22]=[CH:21][CH:20]=[CH:19][CH:18]=1, predict the reaction product. The product is: [O:6]=[C:2]([CH3:1])[CH2:7][CH2:8][CH2:9][CH2:10][N:11]1[N:15]=[C:14]([NH:16][C:28]([C:24]2[N:25]=[CH:26][O:27][C:23]=2[C:17]2[CH:18]=[CH:19][CH:20]=[CH:21][CH:22]=2)=[O:29])[CH:13]=[N:12]1. (3) Given the reactants [NH2:1][C:2]1[CH:7]=[CH:6][C:5]([CH2:8][CH2:9][CH2:10][C:11]2[CH:16]=[CH:15][C:14]([Cl:17])=[C:13]([Cl:18])[CH:12]=2)=[CH:4][C:3]=1[OH:19].Cl[C:21]1[C:29]([N+:30]([O-:32])=[O:31])=[CH:28][C:27]([N+]([O-])=O)=[CH:26][C:22]=1[C:23]([OH:25])=[O:24].C([O-])(=O)C.[Na+].[OH-].[Na+], predict the reaction product. The product is: [Cl:18][C:13]1[CH:12]=[C:11]([CH2:10][CH2:9][CH2:8][C:5]2[CH:4]=[C:3]3[C:2](=[CH:7][CH:6]=2)[NH:1][C:26]2[C:22]([C:23]([OH:25])=[O:24])=[CH:21][C:29]([N+:30]([O-:32])=[O:31])=[CH:28][C:27]=2[O:19]3)[CH:16]=[CH:15][C:14]=1[Cl:17]. (4) Given the reactants [NH2:1][C@H:2]1[CH2:6][CH2:5][N:4]([C:7]([O:9][C:10]([CH3:13])([CH3:12])[CH3:11])=[O:8])[CH2:3]1.[O:14]1[CH2:18][CH2:17][CH:16]([CH:19]=O)[CH2:15]1.S([O-])([O-])(=O)=O.[Mg+2].C(O[BH-](OC(=O)C)OC(=O)C)(=O)C.[Na+], predict the reaction product. The product is: [O:14]1[CH2:18][CH2:17][CH:16]([CH2:19][NH:1][C@H:2]2[CH2:6][CH2:5][N:4]([C:7]([O:9][C:10]([CH3:13])([CH3:12])[CH3:11])=[O:8])[CH2:3]2)[CH2:15]1. (5) Given the reactants [C-:1]#[N:2].[Na+].Cl[CH2:5][C:6]1[C:10]2[CH:11]=[C:12]([F:15])[CH:13]=[CH:14][C:9]=2[O:8][CH:7]=1.C(OCC)C, predict the reaction product. The product is: [F:15][C:12]1[CH:13]=[CH:14][C:9]2[O:8][CH:7]=[C:6]([CH2:5][C:1]#[N:2])[C:10]=2[CH:11]=1. (6) Given the reactants [N:1]([CH2:4][CH2:5][C:6]([F:24])([F:23])[C:7]([F:22])([F:21])[C:8]([F:20])([F:19])[C:9]([F:18])([F:17])[C:10]([F:16])([F:15])[C:11]([F:14])([F:13])[F:12])=[N+:2]=[N-:3].[CH2:25]([OH:28])[C:26]#[CH:27], predict the reaction product. The product is: [F:24][C:6]([F:23])([C:7]([F:21])([F:22])[C:8]([F:19])([F:20])[C:9]([F:17])([F:18])[C:10]([F:15])([F:16])[C:11]([F:13])([F:12])[F:14])[CH2:5][CH2:4][N:1]1[CH:27]=[C:26]([CH2:25][OH:28])[N:3]=[N:2]1. (7) The product is: [CH2:1]([N:8]([CH2:9][CH2:10][C:11]1[C:19]2[C:14](=[CH:15][CH:16]=[C:17]([F:20])[CH:18]=2)[NH:13][CH:12]=1)[CH3:21])[C:2]1[CH:3]=[CH:4][CH:5]=[CH:6][CH:7]=1. Given the reactants [CH2:1]([NH:8][CH2:9][CH2:10][C:11]1[C:19]2[C:14](=[CH:15][CH:16]=[C:17]([F:20])[CH:18]=2)[NH:13][CH:12]=1)[C:2]1[CH:7]=[CH:6][CH:5]=[CH:4][CH:3]=1.[CH3:21]I, predict the reaction product.